From a dataset of Experimentally validated miRNA-target interactions with 360,000+ pairs, plus equal number of negative samples. Binary Classification. Given a miRNA mature sequence and a target amino acid sequence, predict their likelihood of interaction. The miRNA is hsa-miR-595 with sequence GAAGUGUGCCGUGGUGUGUCU. The protein sequence of the target gene is MTAAATATVLKEGVLEKRSGGLLQLWKRKRCVLTERGLQLFEAKGTGGRPKELSFARIKAVECVESTGRHIYFTLVTEGGGEIDFRCPLEDPGWNAQITLGLVKFKNQQAIQTVRARQSLGTGTLVS. Result: 1 (interaction).